This data is from Full USPTO retrosynthesis dataset with 1.9M reactions from patents (1976-2016). The task is: Predict the reactants needed to synthesize the given product. (1) Given the product [F:1][C:2]1[CH:7]=[CH:6][C:5]([O:8][CH3:9])=[CH:4][C:3]=1[C:10]1[CH2:11][CH2:12][CH2:13][C:14]2[CH:27]=[C:26]([O:28][CH3:29])[CH:25]=[CH:24][C:15]=2[C:16]=1[CH2:17][CH2:18][CH2:19][CH2:20][CH2:21][CH2:22][OH:23], predict the reactants needed to synthesize it. The reactants are: [F:1][C:2]1[CH:7]=[CH:6][C:5]([O:8][CH3:9])=[CH:4][C:3]=1[C:10]1[CH2:11][CH2:12][CH2:13][C:14]2[CH:27]=[C:26]([O:28][CH3:29])[CH:25]=[CH:24][C:15]=2[C:16]=1[C:17]#[C:18][CH2:19][CH2:20][CH2:21][CH2:22][OH:23]. (2) Given the product [Cl:20][C:21]1[CH:26]=[CH:25][C:24]([C:16]2[C:17]([O:11][CH2:9][C:4]3[CH:5]=[N:6][CH:7]=[CH:2][CH:3]=3)=[N:12][CH:13]=[C:14]([CH:15]=2)[C:18]([NH:30][C@@H:31]2[CH2:36][CH2:35][CH2:34][CH2:33][C@H:32]2[OH:37])=[O:19])=[CH:23][CH:22]=1, predict the reactants needed to synthesize it. The reactants are: Br[C:2]1[CH:3]=[C:4]([C:9]([OH:11])=O)[CH:5]=[N:6][C:7]=1Cl.[N:12]1[CH:17]=[CH:16][CH:15]=[C:14]([CH2:18][OH:19])[CH:13]=1.[Cl:20][C:21]1[CH:26]=[CH:25][C:24](B(O)O)=[CH:23][CH:22]=1.[NH2:30][C@@H:31]1[CH2:36][CH2:35][CH2:34][CH2:33][C@H:32]1[OH:37]. (3) Given the product [Br:2][C:1]([Br:5])=[CH:28][CH:27]([CH2:25][CH3:26])[CH2:30][CH2:31][CH2:32][CH3:33], predict the reactants needed to synthesize it. The reactants are: [C:1]([Br:5])(Br)(Br)[Br:2].C1(P(C2C=CC=CC=2)C2C=CC=CC=2)C=CC=CC=1.[CH2:25]([CH:27]([CH2:30][CH2:31][CH2:32][CH3:33])[CH:28]=O)[CH3:26].